From a dataset of Merck oncology drug combination screen with 23,052 pairs across 39 cell lines. Regression. Given two drug SMILES strings and cell line genomic features, predict the synergy score measuring deviation from expected non-interaction effect. Drug 1: CS(=O)(=O)CCNCc1ccc(-c2ccc3ncnc(Nc4ccc(OCc5cccc(F)c5)c(Cl)c4)c3c2)o1. Drug 2: NC1(c2ccc(-c3nc4ccn5c(=O)[nH]nc5c4cc3-c3ccccc3)cc2)CCC1. Cell line: NCIH23. Synergy scores: synergy=7.04.